This data is from Full USPTO retrosynthesis dataset with 1.9M reactions from patents (1976-2016). The task is: Predict the reactants needed to synthesize the given product. (1) Given the product [Cl:1][C:2]1[N:7]=[C:6]([CH:8]2[CH2:16][C:15]3[C:10](=[CH:11][CH:12]=[CH:13][C:14]=3[F:17])[NH:9]2)[C:5]([OH:18])=[CH:4][CH:3]=1, predict the reactants needed to synthesize it. The reactants are: [Cl:1][C:2]1[N:7]=[C:6]([C:8]2[NH:9][C:10]3[C:15]([CH:16]=2)=[C:14]([F:17])[CH:13]=[CH:12][CH:11]=3)[C:5]([OH:18])=[CH:4][CH:3]=1.[OH-].[Na+]. (2) Given the product [OH:1][C:2]1[C:7]([CH2:8][CH2:9][CH3:10])=[C:6]([OH:11])[CH:5]=[CH:4][C:3]=1[C:12]([C:14]1[CH:19]=[CH:18][CH:17]=[CH:16][CH:15]=1)=[N:21][OH:22], predict the reactants needed to synthesize it. The reactants are: [OH:1][C:2]1[C:7]([CH2:8][CH2:9][CH3:10])=[C:6]([OH:11])[CH:5]=[CH:4][C:3]=1[C:12]([C:14]1[CH:19]=[CH:18][CH:17]=[CH:16][CH:15]=1)=O.Cl.[NH2:21][OH:22].C([O-])(=O)C.[Na+].